This data is from Full USPTO retrosynthesis dataset with 1.9M reactions from patents (1976-2016). The task is: Predict the reactants needed to synthesize the given product. (1) Given the product [CH2:19]([C:18]1[O:31][C:32]2[CH:37]=[CH:36][C:35]([NH:38][S:39]([CH3:42])(=[O:41])=[O:40])=[CH:34][C:33]=2[C:17]=1[C:16](=[O:26])[C:13]1[CH:12]=[CH:11][C:10]([O:9][CH2:8][CH2:7][CH2:6][N:5]([CH2:27][CH2:28][CH2:29][CH3:30])[CH2:1][CH2:2][CH2:3][CH3:4])=[CH:15][CH:14]=1)[CH2:20][CH2:21][CH3:22], predict the reactants needed to synthesize it. The reactants are: [CH2:1]([N:5]([CH2:27][CH2:28][CH2:29][CH3:30])[CH2:6][CH2:7][CH2:8][O:9][C:10]1[CH:15]=[CH:14][C:13]([C:16](=[O:26])/[CH:17]=[C:18](/N(C)C)\[CH2:19][CH2:20][CH2:21][CH3:22])=[CH:12][CH:11]=1)[CH2:2][CH2:3][CH3:4].[O:31]=[C:32]1[CH:37]=[CH:36][C:35](=[N:38][S:39]([CH3:42])(=[O:41])=[O:40])[CH:34]=[CH:33]1. (2) Given the product [CH2:23]([O:22][C:20](=[O:21])[CH2:19][O:17][C:14]1[CH:13]=[CH:12][C:11]([C:1]23[CH2:8][CH:7]4[CH2:9][CH:3]([CH2:4][CH:5]([CH2:6]4)[CH2:10]2)[CH2:2]3)=[CH:16][CH:15]=1)[CH3:24], predict the reactants needed to synthesize it. The reactants are: [C:1]12([C:11]3[CH:16]=[CH:15][C:14]([OH:17])=[CH:13][CH:12]=3)[CH2:10][CH:5]3[CH2:6][CH:7]([CH2:9][CH:3]([CH2:4]3)[CH2:2]1)[CH2:8]2.Br[CH2:19][C:20]([O:22][CH2:23][CH3:24])=[O:21].C([O-])([O-])=O.[K+].[K+].